Dataset: Full USPTO retrosynthesis dataset with 1.9M reactions from patents (1976-2016). Task: Predict the reactants needed to synthesize the given product. Given the product [C:6]([C:5]1[CH:4]=[C:3]2[C:2](=[CH:9][CH:8]=1)[NH:1][C@@H:13]([CH:10]1[CH2:11][CH2:12]1)[C@H:16]([CH3:17])[C@H:15]2[NH:18][C:19](=[O:28])[O:20][CH2:21][C:22]1[CH:23]=[CH:24][CH:25]=[CH:26][CH:27]=1)#[N:7], predict the reactants needed to synthesize it. The reactants are: [NH2:1][C:2]1[CH:9]=[CH:8][C:5]([C:6]#[N:7])=[CH:4][CH:3]=1.[CH:10]1([CH:13]=O)[CH2:12][CH2:11]1.[CH:15](/[NH:18][C:19](=[O:28])[O:20][CH2:21][C:22]1[CH:27]=[CH:26][CH:25]=[CH:24][CH:23]=1)=[CH:16]\[CH3:17].P([O-])(OC1C=CC=CC=1)(OC1C=CC=CC=1)=O.